Dataset: Reaction yield outcomes from USPTO patents with 853,638 reactions. Task: Predict the reaction yield, written as a fraction of the theoretical maximum amount of product (1.0 means a 100% yield; for example, 0.34 means a 34% yield). The reactants are Cl[CH2:2][C:3]1[CH:18]=[CH:17][C:6]([CH2:7][C:8]2[S:9][C:10]3[CH:16]=[CH:15][CH:14]=[CH:13][C:11]=3[N:12]=2)=[CH:5][CH:4]=1.[C:19]([O:23][C:24]([N:26]1[CH2:31][C@@H:30]2[CH2:32][C@H:27]1[CH2:28][NH:29]2)=[O:25])([CH3:22])([CH3:21])[CH3:20].CCN(CC)CC. The catalyst is CC#N. The product is [C:19]([O:23][C:24]([N:26]1[CH2:31][CH:30]2[CH2:32][CH:27]1[CH2:28][N:29]2[CH2:2][C:3]1[CH:18]=[CH:17][C:6]([CH2:7][C:8]2[S:9][C:10]3[CH:16]=[CH:15][CH:14]=[CH:13][C:11]=3[N:12]=2)=[CH:5][CH:4]=1)=[O:25])([CH3:22])([CH3:20])[CH3:21]. The yield is 0.550.